Dataset: Forward reaction prediction with 1.9M reactions from USPTO patents (1976-2016). Task: Predict the product of the given reaction. Given the reactants [C:1]([C:3]1[C:4]([C:19]2[CH:24]=[CH:23][C:22]([N+:25]([O-:27])=[O:26])=[CH:21][CH:20]=2)=[N:5][S:6][C:7]=1[NH:8][C:9]([NH:11][CH2:12][CH2:13][CH2:14][C:15](OC)=[O:16])=[O:10])#[N:2].S(=O)(=O)(O)[OH:29], predict the reaction product. The product is: [N+:25]([C:22]1[CH:21]=[CH:20][C:19]([C:4]2[C:3]([C:1]([NH2:2])=[O:29])=[C:7]([NH:8][C:9]([N:11]3[CH2:12][CH2:13][CH2:14][C:15]3=[O:16])=[O:10])[S:6][N:5]=2)=[CH:24][CH:23]=1)([O-:27])=[O:26].